Dataset: Full USPTO retrosynthesis dataset with 1.9M reactions from patents (1976-2016). Task: Predict the reactants needed to synthesize the given product. (1) Given the product [CH3:26][O:25][C:21]([C:22]1[S:23][C:4]2[CH:11]=[C:10]([N+:12]([O-:14])=[O:13])[CH:9]=[CH:8][C:5]=2[CH:6]=1)=[O:24], predict the reactants needed to synthesize it. The reactants are: [N+]([C:4]1[CH:11]=[C:10]([N+:12]([O-:14])=[O:13])[CH:9]=[CH:8][C:5]=1[CH:6]=O)([O-])=O.C([O-])([O-])=O.[K+].[K+].[C:21]([O:25][CH3:26])(=[O:24])[CH2:22][SH:23]. (2) Given the product [N:17]1[CH:22]=[CH:21][CH:20]=[CH:19][C:18]=1[NH:23][C:24]([C:26]1[C:34]2[C:29](=[CH:30][C:31]([O:35][C:2]3[CH:7]=[CH:6][N:5]=[C:4]4[CH:8]=[C:9]([C:11]5[N:12]([CH3:16])[CH:13]=[CH:14][N:15]=5)[S:10][C:3]=34)=[CH:32][CH:33]=2)[N:28]([CH3:36])[C:27]=1[CH3:37])=[O:25], predict the reactants needed to synthesize it. The reactants are: Cl[C:2]1[CH:7]=[CH:6][N:5]=[C:4]2[CH:8]=[C:9]([C:11]3[N:12]([CH3:16])[CH:13]=[CH:14][N:15]=3)[S:10][C:3]=12.[N:17]1[CH:22]=[CH:21][CH:20]=[CH:19][C:18]=1[NH:23][C:24]([C:26]1[C:34]2[C:29](=[CH:30][C:31]([OH:35])=[CH:32][CH:33]=2)[N:28]([CH3:36])[C:27]=1[CH3:37])=[O:25].C([O-])([O-])=O.[Cs+].[Cs+]. (3) Given the product [CH2:1]([CH:3]1[N:12]2[C:7](=[CH:8][C:9](=[O:18])[C:10]([C:13]([O:15][CH2:16][CH3:17])=[O:14])=[CH:11]2)[C:6]2[CH:19]=[C:20]([O:24][CH3:25])[C:21]([O:23][CH:27]([CH3:29])[CH3:28])=[CH:22][C:5]=2[CH2:4]1)[CH3:2], predict the reactants needed to synthesize it. The reactants are: [CH2:1]([CH:3]1[N:12]2[C:7](=[CH:8][C:9](=[O:18])[C:10]([C:13]([O:15][CH2:16][CH3:17])=[O:14])=[CH:11]2)[C:6]2[CH:19]=[C:20]([O:24][CH3:25])[C:21]([OH:23])=[CH:22][C:5]=2[CH2:4]1)[CH3:2].Br[CH:27]([CH3:29])[CH3:28].C([O-])([O-])=O.[K+].[K+].O. (4) Given the product [C:36]1([C:27]2[CH:28]=[CH:29][CH:30]=[CH:31][CH:32]=2)[CH:37]=[CH:38][C:39]([C:6]([N:8]2[CH2:12][C:11](=[N:13][O:14][CH2:15][C:16]3[CH:21]=[CH:20][C:19]([Cl:22])=[C:18]([Cl:23])[CH:17]=3)[CH2:10][C@H:9]2[C:24]([NH:53][C:48]2[CH:49]=[CH:50][CH:51]=[CH:52][C:47]=2[N:42]2[CH:46]=[CH:45][CH:44]=[CH:43]2)=[O:26])=[O:7])=[CH:40][CH:41]=1, predict the reactants needed to synthesize it. The reactants are: C(O[C:6]([N:8]1[CH2:12][C:11](=[N:13][O:14][CH2:15][C:16]2[CH:21]=[CH:20][C:19]([Cl:22])=[C:18]([Cl:23])[CH:17]=2)[CH2:10][C@H:9]1[C:24]([OH:26])=O)=[O:7])(C)(C)C.[C:27]1([C:36]2[CH:41]=[CH:40][CH:39]=[CH:38][CH:37]=2)[CH:32]=[CH:31][C:30](C(Cl)=O)=[CH:29][CH:28]=1.[N:42]1([C:47]2[CH:52]=[CH:51][CH:50]=[CH:49][C:48]=2[NH2:53])[CH:46]=[CH:45][CH:44]=[CH:43]1. (5) The reactants are: [C:1]([O:9][CH2:10][CH3:11])(=[O:8])[CH2:2][C:3]([O:5][CH2:6][CH3:7])=[O:4].C(=O)([O-])[O-].[K+].[K+].Br[CH:19]([CH2:25][CH2:26][CH3:27])[C:20]([O:22][CH2:23][CH3:24])=[O:21].Cl. Given the product [CH:2]([C:3]([O:5][CH2:6][CH3:7])=[O:4])([C:1]([O:9][CH2:10][CH3:11])=[O:8])[CH:19]([C:20]([O:22][CH2:23][CH3:24])=[O:21])[CH2:25][CH2:26][CH3:27], predict the reactants needed to synthesize it. (6) Given the product [Br:28][CH2:26][CH2:25][CH2:24][C@H:21]1[CH2:20][CH2:19][C@H:18]([C@H:15]2[CH2:14][CH2:13][C@H:12]([CH2:9][CH2:10][CH3:11])[CH2:17][CH2:16]2)[CH2:23][CH2:22]1, predict the reactants needed to synthesize it. The reactants are: C1(C)C(C)=CC=CC=1.[CH2:9]([C@H:12]1[CH2:17][CH2:16][C@H:15]([C@H:18]2[CH2:23][CH2:22][C@H:21]([CH2:24][CH2:25][CH2:26]O)[CH2:20][CH2:19]2)[CH2:14][CH2:13]1)[CH2:10][CH3:11].[BrH:28].